From a dataset of Peptide-MHC class II binding affinity with 134,281 pairs from IEDB. Regression. Given a peptide amino acid sequence and an MHC pseudo amino acid sequence, predict their binding affinity value. This is MHC class II binding data. The peptide sequence is EVELREHGSDEWVAM. The MHC is DRB1_0301 with pseudo-sequence DRB1_0301. The binding affinity (normalized) is 0.0450.